Predict which catalyst facilitates the given reaction. From a dataset of Catalyst prediction with 721,799 reactions and 888 catalyst types from USPTO. (1) Reactant: [C:1]([N:8]1[CH:12]=[CH:11]N=C1)(N1C=CN=C1)=[O:2].N[C:14]1[CH:22]=[CH:21]C(CN(C=O)C)=C[C:15]=1[C:16]([OH:18])=[O:17]. Product: [C:15]12[C:12](=[CH:11][CH:21]=[CH:22][CH:14]=1)[NH:8][C:1](=[O:2])[O:18][C:16]2=[O:17]. The catalyst class is: 9. (2) Reactant: B1(B2OC(C)(C)C(C)(C)O2)OC(C)(C)C(C)(C)O1.C(=O)([O-])[O-].[K+].[K+].Br[C:26]1[CH:31]=[CH:30][C:29]([CH2:32][OH:33])=[C:28]([F:34])[CH:27]=1.Br[C:36]1[CH:41]=[CH:40][C:39]([NH:42][C:43]([C@@H:45]2[CH:50]3[CH2:51][CH2:52][N:47]([CH2:48][CH2:49]3)[CH2:46]2)=[O:44])=[CH:38][CH:37]=1.[OH-].[Na+]. Product: [OH:33][CH2:32][C:29]1[CH:30]=[CH:31][C:26]([C:36]2[CH:41]=[CH:40][C:39]([NH:42][C:43]([C@@H:45]3[CH:50]4[CH2:51][CH2:52][N:47]([CH2:48][CH2:49]4)[CH2:46]3)=[O:44])=[CH:38][CH:37]=2)=[CH:27][C:28]=1[F:34]. The catalyst class is: 151. (3) Reactant: I[C:2]1[CH:3]=[C:4]([C:12]2[CH:17]=[CH:16][CH:15]=[CH:14][C:13]=2[C:18]([F:21])([F:20])[F:19])[CH:5]=[C:6]([N+:9]([O-:11])=[O:10])[C:7]=1[NH2:8].C[C:23]([N:25](C)C)=O. Product: [C:23]([C:2]1[CH:3]=[C:4]([C:12]2[CH:17]=[CH:16][CH:15]=[CH:14][C:13]=2[C:18]([F:21])([F:20])[F:19])[CH:5]=[C:6]([N+:9]([O-:11])=[O:10])[C:7]=1[NH2:8])#[N:25]. The catalyst class is: 6. (4) Reactant: [Br:1][C:2]1[CH:3]=[C:4]2[C:9](=[CH:10][CH:11]=1)[N:8]=[CH:7][N:6]=[C:5]2Cl.[CH3:13][C:14]1[CH:30]=[CH:29][C:28](B2OC(C)(C)C(C)(C)O2)=[CH:27][C:15]=1[C:16]([N:18]1[CH2:23][CH2:22][N:21]([C:24](=[O:26])[CH3:25])[CH2:20][CH2:19]1)=[O:17].[O-]P([O-])([O-])=O.[K+].[K+].[K+]. Product: [Br:1][C:2]1[CH:3]=[C:4]2[C:9](=[CH:10][CH:11]=1)[N:8]=[CH:7][N:6]=[C:5]2[C:28]1[CH:29]=[CH:30][C:14]([CH3:13])=[C:15]([CH:27]=1)[C:16]([N:18]1[CH2:19][CH2:20][N:21]([C:24](=[O:26])[CH3:25])[CH2:22][CH2:23]1)=[O:17]. The catalyst class is: 235.